From a dataset of Forward reaction prediction with 1.9M reactions from USPTO patents (1976-2016). Predict the product of the given reaction. (1) Given the reactants [F:1][C:2]1[CH:7]=[CH:6][C:5]([CH2:8][CH2:9][N:10]2[C:14](=[O:15])[CH2:13][CH2:12][C:11]2=[O:16])=[CH:4][CH:3]=1.C[O:18][C:19]([C:21]1[C:26]([C:27](OC)=[O:28])=[CH:25][CH:24]=[CH:23][N:22]=1)=O.[H-].[Na+].Cl, predict the reaction product. The product is: [F:1][C:2]1[CH:3]=[CH:4][C:5]([CH2:8][CH2:9][N:10]2[C:14](=[O:15])[C:13]3[C:19]([OH:18])=[C:21]4[C:26]([CH:25]=[CH:24][CH:23]=[N:22]4)=[C:27]([OH:28])[C:12]=3[C:11]2=[O:16])=[CH:6][CH:7]=1. (2) Given the reactants [S:1]1[CH2:6][CH2:5][N:4]([C:7]2[CH:14]=[CH:13][C:10]([C:11]#[N:12])=[CH:9][N:8]=2)[CH2:3][CH2:2]1.[NH4+], predict the reaction product. The product is: [S:1]1[CH2:6][CH2:5][N:4]([C:7]2[N:8]=[CH:9][C:10]([CH2:11][NH2:12])=[CH:13][CH:14]=2)[CH2:3][CH2:2]1. (3) Given the reactants [CH3:1][C:2]([C:8]1[CH:13]=[CH:12][C:11]([C:14](=[O:26])[NH:15][C:16]2[N:17]=[C:18]3[CH:23]=[CH:22][CH:21]=[C:20]([CH3:24])[N:19]3[CH:25]=2)=[CH:10][CH:9]=1)([CH3:7])[C:3]([O:5]C)=[O:4].[OH-].[K+], predict the reaction product. The product is: [CH3:7][C:2]([C:8]1[CH:9]=[CH:10][C:11]([C:14](=[O:26])[NH:15][C:16]2[N:17]=[C:18]3[CH:23]=[CH:22][CH:21]=[C:20]([CH3:24])[N:19]3[CH:25]=2)=[CH:12][CH:13]=1)([CH3:1])[C:3]([OH:5])=[O:4]. (4) Given the reactants [CH3:1][O:2][C:3]1[CH:4]=[CH:5][CH:6]=[C:7]2[C:11]=1[NH:10][CH:9]=[CH:8]2.[Al](Cl)(CC)CC.[CH:18]1([C:21](Cl)=[O:22])[CH2:20][CH2:19]1.C([O-])([O-])=O.[Cs+].[Cs+].[Cl:30][CH2:31][CH2:32][CH2:33]I, predict the reaction product. The product is: [Cl:30][CH2:31][CH2:32][CH2:33][N:10]1[C:11]2[C:7](=[CH:6][CH:5]=[CH:4][C:3]=2[O:2][CH3:1])[C:8]([C:21]([CH:18]2[CH2:20][CH2:19]2)=[O:22])=[CH:9]1. (5) The product is: [CH:22]1([C:25]2[CH:26]=[C:27]([CH3:37])[C:28]([N:31]3[CH2:32][CH2:33][N:34]([C:11]([C:10]4[CH:14]=[CH:15][C:7]([N:3]5[CH2:4][CH2:5][CH2:6][S:2]5(=[O:1])=[O:20])=[CH:8][C:9]=4[S:16]([CH3:19])(=[O:18])=[O:17])=[O:13])[CH2:35][CH2:36]3)=[N:29][CH:30]=2)[CH2:24][CH2:23]1. Given the reactants [O:1]=[S:2]1(=[O:20])[CH2:6][CH2:5][CH2:4][N:3]1[C:7]1[CH:15]=[CH:14][C:10]([C:11]([OH:13])=O)=[C:9]([S:16]([CH3:19])(=[O:18])=[O:17])[CH:8]=1.Cl.[CH:22]1([C:25]2[CH:26]=[C:27]([CH3:37])[C:28]([N:31]3[CH2:36][CH2:35][NH:34][CH2:33][CH2:32]3)=[N:29][CH:30]=2)[CH2:24][CH2:23]1, predict the reaction product. (6) Given the reactants [CH3:1][O:2][C:3]([C:5]1[O:6][C:7]2[CH:13]=[CH:12][C:11]([SH:14])=[CH:10][C:8]=2[CH:9]=1)=[O:4].Cl[CH2:16][C:17]1[S:21][C:20]([C:22]2[CH:27]=[CH:26][C:25]([C:28]([F:31])([F:30])[F:29])=[CH:24][CH:23]=2)=[N:19][C:18]=1[CH3:32].C(=O)([O-])[O-].[Cs+].[Cs+], predict the reaction product. The product is: [CH3:1][O:2][C:3]([C:5]1[O:6][C:7]2[CH:13]=[CH:12][C:11]([S:14][CH2:16][C:17]3[S:21][C:20]([C:22]4[CH:23]=[CH:24][C:25]([C:28]([F:31])([F:29])[F:30])=[CH:26][CH:27]=4)=[N:19][C:18]=3[CH3:32])=[CH:10][C:8]=2[CH:9]=1)=[O:4]. (7) Given the reactants Br[C:2]1[CH:3]=[C:4]2[C:9](=[CH:10][CH:11]=1)[C:8](=[O:12])[NH:7][N:6]=[C:5]2[Cl:13].BrC1C=C2C(C(Cl)=NNC2=O)=CC=1.[F:27][C:28]1[CH:29]=[C:30]([CH:33]=[CH:34][CH:35]=1)[CH2:31][NH2:32].C1C=CC(P(C2C(C3C(P(C4C=CC=CC=4)C4C=CC=CC=4)=CC=C4C=3C=CC=C4)=C3C(C=CC=C3)=CC=2)C2C=CC=CC=2)=CC=1.CC([O-])(C)C.[Na+], predict the reaction product. The product is: [Cl:13][C:5]1[C:4]2[C:9](=[CH:10][C:11]([NH:32][CH2:31][C:30]3[CH:33]=[CH:34][CH:35]=[C:28]([F:27])[CH:29]=3)=[CH:2][CH:3]=2)[C:8](=[O:12])[NH:7][N:6]=1. (8) Given the reactants [Cl:1][C:2]1[CH:34]=[CH:33][C:5]([C:6]([C@@:8]2([OH:32])[C@@H:12]([CH2:13][O:14][C:15](=[O:23])[C:16]3[CH:21]=[CH:20][C:19]([Cl:22])=[CH:18][CH:17]=3)[O:11][C@@H:10](N3C=CC(=O)NC3=O)[CH2:9]2)=O)=[CH:4][CH:3]=1.[C@@H:35]1([N:44]2C=CC(=O)N[C:45]2=[O:46])O[C@H](CO)[C@@H:38](O)[C@H:36]1O.C[N:53]1CCCCC1.C1(C)C=CC(S(Cl)(=O)=O)=CC=1.[OH2:70].[NH3:71], predict the reaction product. The product is: [Cl:1][C:2]1[CH:34]=[CH:33][C:5]([C:6]([C@@:8]2([OH:32])[C@@H:12]([CH2:13][O:14][C:15](=[O:23])[C:16]3[CH:17]=[CH:18][C:19]([Cl:22])=[CH:20][CH:21]=3)[O:11][C@@H:10]([N:71]3[CH:38]=[CH:36][C:35]([NH2:53])=[N:44][C:45]3=[O:46])[CH2:9]2)=[O:70])=[CH:4][CH:3]=1. (9) Given the reactants [CH3:1][NH:2][CH2:3][C:4]([CH3:9])([CH3:8])[CH2:5][CH:6]=[CH2:7].[N:10]([C@@H:13]([CH2:19][CH2:20][CH2:21][CH2:22][CH2:23][CH:24]=[CH2:25])[C:14]([O:16][CH2:17][CH3:18])=[O:15])=[C:11]=[O:12], predict the reaction product. The product is: [CH3:8][C:4]([CH3:9])([CH2:5][CH:6]=[CH2:7])[CH2:3][N:2]([CH3:1])[C:11]([NH:10][C@@H:13]([CH2:19][CH2:20][CH2:21][CH2:22][CH2:23][CH:24]=[CH2:25])[C:14]([O:16][CH2:17][CH3:18])=[O:15])=[O:12]. (10) Given the reactants [Na].S(NN=[CH:14][C:15]1[CH:20]=[CH:19][C:18]([Cl:21])=[CH:17][CH:16]=1)(C1C=CC(C)=CC=1)(=O)=O.[CH:22]([N:24]1[C:28](=[O:29])[C:27]2=[CH:30][CH:31]=[CH:32][CH:33]=[C:26]2[C:25]1=[O:34])=[CH2:23].O, predict the reaction product. The product is: [Cl:21][C:18]1[CH:17]=[CH:16][C:15]([CH:14]2[CH2:23][CH:22]2[N:24]2[C:25](=[O:34])[C:26]3[C:27](=[CH:30][CH:31]=[CH:32][CH:33]=3)[C:28]2=[O:29])=[CH:20][CH:19]=1.